This data is from Forward reaction prediction with 1.9M reactions from USPTO patents (1976-2016). The task is: Predict the product of the given reaction. (1) Given the reactants [OH:1][C@@H:2]1[C:7]2[CH:8]=[CH:9][C:10]3[N:11]([CH:16]=[CH:17][CH3:18])[C:12]([CH3:15])=[N:13][C:14]=3[C:6]=2[O:5][C@H:4]([C:19]2[CH:24]=[CH:23][CH:22]=[CH:21][CH:20]=2)[C@H:3]1[O:25][C:26](=[O:31])[C:27]([CH3:30])([CH3:29])[CH3:28].O([CH2:40][CH2:41][O:42][CH3:43])S(C(F)(F)F)(=O)=O, predict the reaction product. The product is: [CH3:15][C:12]1[N:11]([CH:16]=[CH:17][CH3:18])[C:10]2[CH:9]=[CH:8][C:7]3[C@@H:2]([O:1][CH2:40][CH2:41][O:42][CH3:43])[C@H:3]([O:25][C:26](=[O:31])[C:27]([CH3:30])([CH3:29])[CH3:28])[C@@H:4]([C:19]4[CH:24]=[CH:23][CH:22]=[CH:21][CH:20]=4)[O:5][C:6]=3[C:14]=2[N:13]=1. (2) Given the reactants [S:1]1[CH:5]=[CH:4][CH:3]=[C:2]1[CH:6]1[C:12](=O)[NH:11][C:10]2[N:14]=[CH:15][CH:16]=[CH:17][C:9]=2[C:8]([C:18]2[S:19][CH:20]=[CH:21][CH:22]=2)=[N:7]1.[NH:23]1[CH2:26][CH2:25][CH2:24]1, predict the reaction product. The product is: [N:23]1([C:12]2[CH:6]([C:2]3[S:1][CH:5]=[CH:4][CH:3]=3)[N:7]=[C:8]([C:18]3[S:19][CH:20]=[CH:21][CH:22]=3)[C:9]3[CH:17]=[CH:16][CH:15]=[N:14][C:10]=3[N:11]=2)[CH2:26][CH2:25][CH2:24]1. (3) Given the reactants [Cl:1][C:2]1[CH:29]=[CH:28][CH:27]=[C:26]([Cl:30])[C:3]=1[CH2:4][N:5]1[C:10](=[O:11])[C:9]([CH2:12]OS(C)(=O)=O)=[CH:8][C:7]([C:18]2[CH:23]=[CH:22][C:21]([F:24])=[C:20]([CH3:25])[CH:19]=2)=[N:6]1.[N:31]1([C:37]([O:39][C:40]([CH3:43])([CH3:42])[CH3:41])=[O:38])[CH2:36][CH2:35][NH:34][CH2:33][CH2:32]1, predict the reaction product. The product is: [C:40]([O:39][C:37]([N:31]1[CH2:36][CH2:35][N:34]([CH2:12][C:9]2[C:10](=[O:11])[N:5]([CH2:4][C:3]3[C:26]([Cl:30])=[CH:27][CH:28]=[CH:29][C:2]=3[Cl:1])[N:6]=[C:7]([C:18]3[CH:23]=[CH:22][C:21]([F:24])=[C:20]([CH3:25])[CH:19]=3)[CH:8]=2)[CH2:33][CH2:32]1)=[O:38])([CH3:43])([CH3:42])[CH3:41]. (4) Given the reactants [Cl:1][C:2]1[C:3]([CH2:13][CH3:14])=[N:4][C:5]2[C:10]([N:11]=1)=[C:9]([Cl:12])[CH:8]=[CH:7][CH:6]=2.[Br:15]N1C(C)(C)C(=O)N(Br)C1=O.C(OOC(=O)C1C=CC=CC=1)(=O)C1C=CC=CC=1, predict the reaction product. The product is: [Br:15][CH:13]([C:3]1[C:2]([Cl:1])=[N:11][C:10]2[C:5](=[CH:6][CH:7]=[CH:8][C:9]=2[Cl:12])[N:4]=1)[CH3:14]. (5) Given the reactants [CH:1]1([SH:6])[CH2:5][CH2:4][CH2:3][CH2:2]1.[Br:7][C:8]1[CH:13]=[CH:12][CH:11]=[C:10](Br)[N:9]=1, predict the reaction product. The product is: [Br:7][C:8]1[CH:13]=[CH:12][CH:11]=[C:10]([S:6][CH:1]2[CH2:5][CH2:4][CH2:3][CH2:2]2)[N:9]=1. (6) Given the reactants [CH3:1][C:2]1[C:7]([CH3:8])=[CH:6][N:5]2[N:9]=[CH:10][C:11]([C:12]([O:14]CC)=O)=[C:4]2[N:3]=1.[OH-].[Na+].Cl.Cl.[NH2:21][CH:22]([C:27]1[CH:32]=[CH:31][C:30]([O:33][C:34]([F:37])([F:36])[F:35])=[C:29]([F:38])[CH:28]=1)[C:23]([CH3:26])([OH:25])[CH3:24].F[P-](F)(F)(F)(F)F.N1(OC(N(C)C)=[N+](C)C)C2N=CC=CC=2N=N1.C(N(CC)C(C)C)(C)C, predict the reaction product. The product is: [F:38][C:29]1[CH:28]=[C:27]([CH:22]([NH:21][C:12]([C:11]2[CH:10]=[N:9][N:5]3[CH:6]=[C:7]([CH3:8])[C:2]([CH3:1])=[N:3][C:4]=23)=[O:14])[C:23]([OH:25])([CH3:26])[CH3:24])[CH:32]=[CH:31][C:30]=1[O:33][C:34]([F:37])([F:36])[F:35]. (7) Given the reactants CCN(C(C)C)C(C)C.CN([C:13]([O:17][N:18]1N=NC2C=CC=C[C:19]1=2)=[N+](C)C)C.F[P-](F)(F)(F)(F)F.[Br:34][C:35]1[CH:46]=[CH:45][C:38]2[C:39]([C:42](O)=[O:43])=[N:40][S:41][C:37]=2[CH:36]=1.Cl.CNOC, predict the reaction product. The product is: [Br:34][C:35]1[CH:46]=[CH:45][C:38]2[C:39]([C:42]([N:18]([O:17][CH3:13])[CH3:19])=[O:43])=[N:40][S:41][C:37]=2[CH:36]=1. (8) Given the reactants [NH2:1][C@@H:2]([C:47](=[O:82])[NH:48][CH2:49][CH2:50][CH2:51][CH2:52][C@@H:53]([C:75]([O:77]C(C)(C)C)=[O:76])[NH:54][C:55](=[O:74])[NH:56][C@H:57]([C:67]([O:69]C(C)(C)C)=[O:68])[CH2:58][CH2:59][C:60]([O:62]C(C)(C)C)=[O:61])[CH2:3][CH2:4][CH2:5][CH2:6][NH:7][C:8](=[O:46])[CH2:9][N:10]1[CH2:21][CH2:20][N:19]([CH2:22][C:23](=[O:29])[O:24]C(C)(C)C)[CH2:18][CH2:17][N:16]([CH2:30][C:31](=[O:37])[O:32]C(C)(C)C)[CH2:15][CH2:14][N:13]([CH2:38][C:39]([O:41]C(C)(C)C)=[O:40])[CH2:12][CH2:11]1, predict the reaction product. The product is: [NH2:1][C@H:2]([C:47](=[O:82])[NH:48][CH2:49][CH2:50][CH2:51][CH2:52][C@@H:53]([C:75]([OH:77])=[O:76])[NH:54][C:55](=[O:74])[NH:56][C@H:57]([C:67]([OH:69])=[O:68])[CH2:58][CH2:59][C:60]([OH:62])=[O:61])[CH2:3][CH2:4][CH2:5][CH2:6][NH:7][C:8](=[O:46])[CH2:9][N:10]1[CH2:11][CH2:12][N:13]([CH2:38][C:39]([OH:41])=[O:40])[CH2:14][CH2:15][N:16]([CH2:30][C:31]([OH:37])=[O:32])[CH2:17][CH2:18][N:19]([CH2:22][C:23]([OH:29])=[O:24])[CH2:20][CH2:21]1. (9) Given the reactants [Br:1][CH2:2][CH2:3][O:4][CH3:5].[CH2:6]([P:10]([CH2:15][CH2:16][CH2:17][CH3:18])[CH2:11][CH2:12][CH2:13][CH3:14])[CH2:7][CH2:8][CH3:9], predict the reaction product. The product is: [Br-:1].[CH2:15]([P+:10]([CH2:6][CH2:7][CH2:8][CH3:9])([CH2:11][CH2:12][CH2:13][CH3:14])[CH2:2][CH2:3][O:4][CH3:5])[CH2:16][CH2:17][CH3:18].